From a dataset of Forward reaction prediction with 1.9M reactions from USPTO patents (1976-2016). Predict the product of the given reaction. (1) Given the reactants [NH2:1][C:2]1[N:3]=[C:4]2[C:13]3[C:7]([CH2:8][CH:9]([C:14]([OH:16])=O)[S:10][C:11]=3[N:12]=1)=[N:6][N:5]2[CH2:17][C:18]1[C:23]([CH3:24])=[C:22]([O:25][CH3:26])[C:21]([CH3:27])=[CH:20][N:19]=1.Cl.[Cl:29][CH2:30][CH2:31][NH2:32].O.ON1C2C=CC=CC=2N=N1.Cl.CN(C)CCCN=C=NCC, predict the reaction product. The product is: [NH2:1][C:2]1[N:3]=[C:4]2[C:13]3[C:7]([CH2:8][CH:9]([C:14]([NH:32][CH2:31][CH2:30][Cl:29])=[O:16])[S:10][C:11]=3[N:12]=1)=[N:6][N:5]2[CH2:17][C:18]1[C:23]([CH3:24])=[C:22]([O:25][CH3:26])[C:21]([CH3:27])=[CH:20][N:19]=1. (2) Given the reactants [NH2:1][CH2:2][C:3]1[CH:4]=[C:5]([C:9]2[CH:14]=[CH:13][C:12]([CH2:15][S:16]([CH2:19][C:20]3[NH:21][C:22](=[O:25])[NH:23][N:24]=3)(=[O:18])=[O:17])=[CH:11][CH:10]=2)[CH:6]=[CH:7][CH:8]=1.[O:26]=[C:27]1[C:36]2[C:31](=[CH:32][CH:33]=[CH:34][CH:35]=2)[N:30]=[C:29]([C:37](OCC)=[O:38])[NH:28]1.C(N(CC)CC)C.CC(N(C)C)=O, predict the reaction product. The product is: [O:26]=[C:27]1[C:36]2[C:31](=[CH:32][CH:33]=[CH:34][CH:35]=2)[N:30]=[C:29]([C:37]([NH:1][CH2:2][C:3]2[CH:4]=[C:5]([C:9]3[CH:14]=[CH:13][C:12]([CH2:15][S:16]([CH2:19][C:20]4[NH:21][C:22](=[O:25])[NH:23][N:24]=4)(=[O:17])=[O:18])=[CH:11][CH:10]=3)[CH:6]=[CH:7][CH:8]=2)=[O:38])[NH:28]1.